Task: Predict the reaction yield, written as a fraction of the theoretical maximum amount of product (1.0 means a 100% yield; for example, 0.34 means a 34% yield).. Dataset: Reaction yield outcomes from USPTO patents with 853,638 reactions The reactants are [Br:1][C:2]1[CH:3]=[C:4]([CH:7]=[C:8]([Br:19])[C:9]=1[O:10][C:11]1[CH:16]=[CH:15][C:14]([O:17][CH3:18])=[CH:13][CH:12]=1)[CH:5]=O.Cl.[OH:21][NH2:22]. The catalyst is CCO.O.C(OCC)(=O)C. The product is [Br:1][C:2]1[CH:3]=[C:4]([CH:7]=[C:8]([Br:19])[C:9]=1[O:10][C:11]1[CH:16]=[CH:15][C:14]([O:17][CH3:18])=[CH:13][CH:12]=1)[CH:5]=[N:22][OH:21]. The yield is 0.960.